From a dataset of Forward reaction prediction with 1.9M reactions from USPTO patents (1976-2016). Predict the product of the given reaction. (1) Given the reactants [NH2:1][C@@H:2]1[CH2:6][CH2:5][N:4]([C:7]2[N:15]=[C:14]3[C:10]([N:11]=[CH:12][N:13]3[C@@H:16]3[CH2:20][C@H:19]([N:21]4[N:25]=[C:24]([CH2:26][CH3:27])[CH:23]=[N:22]4)[C@@H:18]([OH:28])[C@H:17]3[OH:29])=[C:9]([NH:30][CH2:31][CH:32]([C:39]3[CH:44]=[CH:43][CH:42]=[CH:41][CH:40]=3)[C:33]3[CH:38]=[CH:37][CH:36]=[CH:35][CH:34]=3)[N:8]=2)[CH2:3]1.[ClH:45].C1(C(C2C=CC=CC=2)CNC2N=C(N3CC[C@@H](N[C:70](NCC4C=CC=CN=4)=[O:71])C3)N=C3C=2N=CN3[C@@H]2C[C@H](N3N=NC(CC)=N3)[C@@H](O)[C@H]2O)C=CC=CC=1.[NH2:100][CH2:101][C:102]1[CH:103]=[N:104][CH:105]=[CH:106][CH:107]=1, predict the reaction product. The product is: [ClH:45].[C:33]1([CH:32]([C:39]2[CH:40]=[CH:41][CH:42]=[CH:43][CH:44]=2)[CH2:31][NH:30][C:9]2[N:8]=[C:7]([N:4]3[CH2:5][CH2:6][C@@H:2]([NH:1][C:70]([NH:100][CH2:101][C:102]4[CH:103]=[N:104][CH:105]=[CH:106][CH:107]=4)=[O:71])[CH2:3]3)[N:15]=[C:14]3[C:10]=2[N:11]=[CH:12][N:13]3[C@@H:16]2[CH2:20][C@H:19]([N:21]3[N:25]=[C:24]([CH2:26][CH3:27])[CH:23]=[N:22]3)[C@@H:18]([OH:28])[C@H:17]2[OH:29])[CH:34]=[CH:35][CH:36]=[CH:37][CH:38]=1. (2) Given the reactants [CH3:1][O:2][C:3](=[O:12])[CH2:4][C:5]1[CH:10]=[CH:9][CH:8]=[C:7](Br)[CH:6]=1.[CH:13]([C:15]1[CH:16]=[C:17](B(O)O)[CH:18]=[CH:19][CH:20]=1)=[O:14].C(=O)([O-])[O-].[K+].[K+], predict the reaction product. The product is: [CH3:1][O:2][C:3](=[O:12])[CH2:4][C:5]1[CH:6]=[C:7]([C:19]2[CH:18]=[CH:17][CH:16]=[C:15]([CH:13]=[O:14])[CH:20]=2)[CH:8]=[CH:9][CH:10]=1. (3) Given the reactants [C:1]([O:5][C:6](=[O:27])[NH:7][CH2:8][C:9]1[CH:14]=[CH:13][C:12]([CH2:15][NH:16][CH:17]2[CH2:26][C:25]3[N:24]=[CH:23][CH:22]=[CH:21][C:20]=3[CH2:19][CH2:18]2)=[CH:11][CH:10]=1)([CH3:4])([CH3:3])[CH3:2].[C:28]([O:32][C:33]([N:35]1[C:39]2[CH:40]=[CH:41][CH:42]=[CH:43][C:38]=2[N:37]=[C:36]1[CH2:44]Cl)=[O:34])([CH3:31])([CH3:30])[CH3:29].CCN(C(C)C)C(C)C, predict the reaction product. The product is: [C:28]([O:32][C:33]([N:35]1[C:39]2[CH:40]=[CH:41][CH:42]=[CH:43][C:38]=2[N:37]=[C:36]1[CH2:44][N:16]([CH2:15][C:12]1[CH:13]=[CH:14][C:9]([CH2:8][NH:7][C:6]([O:5][C:1]([CH3:4])([CH3:2])[CH3:3])=[O:27])=[CH:10][CH:11]=1)[CH:17]1[CH2:26][C:25]2[N:24]=[CH:23][CH:22]=[CH:21][C:20]=2[CH2:19][CH2:18]1)=[O:34])([CH3:31])([CH3:30])[CH3:29]. (4) The product is: [C:1]([O:5][C:6](=[O:20])[NH:7][C:8]1[CH:13]=[C:12]([CH3:14])[C:11]([C:15]([F:18])([F:17])[F:16])=[CH:10][C:9]=1[NH:19][C:26](=[O:25])[CH2:27][C:28]([C:30]1[CH:35]=[CH:34][CH:33]=[C:32]([C:36]2[CH:41]=[CH:40][N:39]=[C:38]([CH:42]3[CH2:43][CH2:44][CH2:45][CH2:46]3)[CH:37]=2)[CH:31]=1)=[O:29])([CH3:4])([CH3:2])[CH3:3]. Given the reactants [C:1]([O:5][C:6](=[O:20])[NH:7][C:8]1[CH:13]=[C:12]([CH3:14])[C:11]([C:15]([F:18])([F:17])[F:16])=[CH:10][C:9]=1[NH2:19])([CH3:4])([CH3:3])[CH3:2].C([O:25][C:26](=O)[CH2:27][C:28]([C:30]1[CH:35]=[CH:34][CH:33]=[C:32]([C:36]2[CH:41]=[CH:40][N:39]=[C:38]([CH:42]3[CH2:46][CH2:45][CH2:44][CH2:43]3)[CH:37]=2)[CH:31]=1)=[O:29])(C)(C)C, predict the reaction product. (5) Given the reactants [N+:1]([C:4]1[CH:9]=[CH:8][C:7]([C@@H:10]2[CH2:12][O:11]2)=[CH:6][CH:5]=1)([O-:3])=[O:2].C/C(/O[Si](C)(C)C)=N\[Si](C)(C)C.[Br:25][C:26]1[CH:31]=[CH:30][C:29]([CH2:32][CH2:33][CH2:34][NH2:35])=[CH:28][CH:27]=1.[OH-].[Na+].[C:38](O[C:38]([O:40][C:41]([CH3:44])([CH3:43])[CH3:42])=[O:39])([O:40][C:41]([CH3:44])([CH3:43])[CH3:42])=[O:39], predict the reaction product. The product is: [Br:25][C:26]1[CH:27]=[CH:28][C:29]([CH2:32][CH2:33][CH2:34][N:35]([CH2:12][C@H:10]([OH:11])[C:7]2[CH:8]=[CH:9][C:4]([N+:1]([O-:3])=[O:2])=[CH:5][CH:6]=2)[C:38](=[O:39])[O:40][C:41]([CH3:44])([CH3:43])[CH3:42])=[CH:30][CH:31]=1. (6) Given the reactants [CH3:1][O:2][C:3](=[O:40])[C:4]([NH:32][C:33]([O:35][C:36]([CH3:39])([CH3:38])[CH3:37])=[O:34])=[CH:5][C:6]1[CH:31]=[CH:30][C:9]2[O:10][C@@H:11]([C:14]3[CH:19]=[CH:18][CH:17]=[C:16]([O:20][CH2:21][C:22]4[CH:27]=[CH:26][C:25]([Cl:28])=[C:24]([Cl:29])[CH:23]=4)[CH:15]=3)[CH2:12][O:13][C:8]=2[CH:7]=1, predict the reaction product. The product is: [CH3:1][O:2][C:3](=[O:40])[C@@H:4]([NH:32][C:33]([O:35][C:36]([CH3:38])([CH3:37])[CH3:39])=[O:34])[CH2:5][C:6]1[CH:31]=[CH:30][C:9]2[O:10][C@@H:11]([C:14]3[CH:19]=[CH:18][CH:17]=[C:16]([O:20][CH2:21][C:22]4[CH:27]=[CH:26][C:25]([Cl:28])=[C:24]([Cl:29])[CH:23]=4)[CH:15]=3)[CH2:12][O:13][C:8]=2[CH:7]=1. (7) The product is: [CH3:14][N:15]1[C:2]([CH2:3][C:4]([O:6][CH:7]([CH3:9])[CH3:8])=[O:5])=[CH:10][C:11]([CH3:12])=[N:16]1. Given the reactants O=[C:2]([CH2:10][C:11](=O)[CH3:12])[CH2:3][C:4]([O:6][CH:7]([CH3:9])[CH3:8])=[O:5].[CH3:14][NH:15][NH2:16], predict the reaction product. (8) Given the reactants [C:1]([O:20][CH2:21][CH2:22][NH:23][CH2:24][CH2:25][O:26][C:27](=[O:45])[CH2:28][CH2:29][CH2:30][CH2:31][CH2:32][CH2:33][CH2:34]/[CH:35]=[CH:36]\[CH2:37][CH2:38][CH2:39][CH2:40][CH2:41][CH2:42][CH2:43][CH3:44])(=[O:19])[CH2:2][CH2:3][CH2:4][CH2:5][CH2:6][CH2:7][CH2:8]/[CH:9]=[CH:10]\[CH2:11][CH2:12][CH2:13][CH2:14][CH2:15][CH2:16][CH2:17][CH3:18].Cl.[C:47](=O)([O:55]C1C=CC([N+]([O-])=O)=CC=1)[O:48][CH2:49][CH2:50][CH2:51][N:52]([CH3:54])[CH3:53].C(N(CC)CC)C, predict the reaction product. The product is: [O:19]=[C:1]([O:20][CH2:21][CH2:22][N:23]([CH2:24][CH2:25][O:26][C:27](=[O:45])[CH2:28][CH2:29][CH2:30][CH2:31][CH2:32][CH2:33][CH2:34]/[CH:35]=[CH:36]\[CH2:37][CH2:38][CH2:39][CH2:40][CH2:41][CH2:42][CH2:43][CH3:44])[C:47](=[O:55])[O:48][CH2:49][CH2:50][CH2:51][N:52]([CH3:54])[CH3:53])[CH2:2][CH2:3][CH2:4][CH2:5][CH2:6][CH2:7][CH2:8]/[CH:9]=[CH:10]\[CH2:11][CH2:12][CH2:13][CH2:14][CH2:15][CH2:16][CH2:17][CH3:18]. (9) Given the reactants C(OCC1C(N2CCC3C4CCCCC=4SC=3C2=O)=CC(F)=CC=1[B:27]1[O:31][C:30]([CH3:33])([CH3:32])[C:29]([CH3:35])([CH3:34])[O:28]1)(=O)C.[C:36]([O:39][CH2:40][C:41]1[C:46]([N:47]2[CH2:58][CH2:57][N:56]3[C:49](=[CH:50][C:51]4[CH2:52][C:53]([CH3:60])([CH3:59])[CH2:54][C:55]=43)[C:48]2=[O:61])=[CH:45][C:44]([F:62])=[CH:43][C:42]=1Br)(=[O:38])[CH3:37].CC1(C)C(C)(C)OB(B2OC(C)(C)C(C)(C)O2)O1.C([O-])(=O)C.[K+].C(Cl)Cl, predict the reaction product. The product is: [C:36]([O:39][CH2:40][C:41]1[C:46]([N:47]2[CH2:58][CH2:57][N:56]3[C:49](=[CH:50][C:51]4[CH2:52][C:53]([CH3:60])([CH3:59])[CH2:54][C:55]=43)[C:48]2=[O:61])=[CH:45][C:44]([F:62])=[CH:43][C:42]=1[B:27]1[O:31][C:30]([CH3:33])([CH3:32])[C:29]([CH3:35])([CH3:34])[O:28]1)(=[O:38])[CH3:37].